Task: Binary Classification. Given a miRNA mature sequence and a target amino acid sequence, predict their likelihood of interaction.. Dataset: Experimentally validated miRNA-target interactions with 360,000+ pairs, plus equal number of negative samples (1) The miRNA is hsa-miR-1305 with sequence UUUUCAACUCUAAUGGGAGAGA. The protein sequence of the target gene is MAVAFYIPDQATLLREAEQKEQQILRLRESQWRFLATVVLETLRQYTSCHPKTGRKSGKYRKPSQ. Result: 0 (no interaction). (2) The miRNA is mmu-miR-709 with sequence GGAGGCAGAGGCAGGAGGA. The protein sequence of the target gene is MVTMLMFLATLAGLFTTAKGQNFHLGKCPSPPVQENFDVKKYLGRWYEIEKIPASFEKGNCIQANYSLMENGNIEVLNKELSPDGTMNQVKGEAKQSNVSEPAKLEVQFFPLMPPAPYWILATDYENYALVYSCTTFFWLFHVDFVWILGRNPYLPPETITYLKDILTSNGIDIEKMTTTDQANCPDFL. Result: 1 (interaction). (3) The miRNA is hsa-miR-1537-5p with sequence AGCUGUAAUUAGUCAGUUUUCU. The protein sequence of the target gene is MSACGRKALTLLSSVFAVCGLGLLGIAVSTDYWLYLEEGVIVPQNQSTEIKMSLHSGLWRVCFLAGEERGRCFTIEYVMPMNTQLTSESTVNVLKMIRSATPFPLVSLFFMFIGFILNNIGHIRPHRTILAFVSGIFFILSGLSLVVGLVLYISSINDEMLNRTKDAETYFNYKYGWSFAFAAISFLLTESAGVMSVYLFMKRYTAEDMYRPHPGFYRPRLSNCSDYSGQFLHPDAWVRGRSPSDISSEASLQMNSNYPALLKCPDYDQMSSSPC. Result: 0 (no interaction). (4) The miRNA is hsa-miR-495-3p with sequence AAACAAACAUGGUGCACUUCUU. The protein sequence of the target gene is MVCEGKRSASCPCFFLLTAKFYWILTMMQRTHSQEYAHSIRVDGDIILGGLFPVHAKGERGVPCGELKKEKGIHRLEAMLYAIDQINKDPDLLSNITLGVRILDTCSRDTYALEQSLTFVQALIEKDASDVKCANGDPPIFTKPDKISGVIGAAASSVSIMVANILRLFKIPQISYASTAPELSDNTRYDFFSRVVPPDSYQAQAMVDIVTALGWNYVSTLASEGNYGESGVEAFTQISREIGGVCIAQSQKIPREPRPGEFEKIIKRLLETPNARAVIMFANEDDIRRILEAAKKLNQS.... Result: 0 (no interaction). (5) Result: 0 (no interaction). The miRNA is gga-miR-146b-3p with sequence CCCUAUGGAUUCAGUUCUGC. The protein sequence of the target gene is MKGQQKTAETEEGTVQIQEGAVATGEDPTSVAIASIQSAATFPDPNVKYVFRTENGGQVMYRVIQVSEGQLDGQTEGTGAISGYPATQSMTQAVIQGAFTSDDAVDTEGTAAETHYTYFPSTAVGDGAGGTTSGSTAAVVTTQGSEALLGQATPPGTGQFFVMMSPQEVLQGGSQRSIAPRTHPYSPKSEAPRTTRDEKRRAQHNEVERRRRDKINNWIVQLSKIIPDCSMESTKSGQSKGGILSKACDYIQELRQSNHRLSEELQGLDQLQLDNDVLRQQVEDLKNKNLLLRAQLRHHG.... (6) The miRNA is hsa-miR-4529-5p with sequence AGGCCAUCAGCAGUCCAAUGAA. The protein sequence of the target gene is MAAIRKKLVIVGDGACGKTCLLIVFSKDQFPEVYVPTVFENYVADIEVDGKQVELALWDTAGQEDYDRLRPLSYPDTDVILMCFSIDSPDSLENIPEKWTPEVKHFCPNVPIILVGNKKDLRNDEHTRRELAKMKQEPVKPEEGRDMANRIGAFGYMECSAKTKDGVREVFEMATRAALQARRGKKKSGCLVL. Result: 1 (interaction).